Dataset: Reaction yield outcomes from USPTO patents with 853,638 reactions. Task: Predict the reaction yield, written as a fraction of the theoretical maximum amount of product (1.0 means a 100% yield; for example, 0.34 means a 34% yield). (1) The reactants are [Br:1][C:2]1[C:3]([F:12])=[C:4]2[C:10]([NH2:11])=[CH:9][NH:8][C:5]2=[N:6][CH:7]=1.C([O:16][C@@H:17]([CH3:21])[C:18](O)=[O:19])(=O)C.C1N(P(Cl)(N2C(=O)OCC2)=O)C(=O)OC1.C(N(CC)CC)C.[Li+].[OH-]. The catalyst is C(Cl)Cl.CC#N.O.O. The product is [Br:1][C:2]1[C:3]([F:12])=[C:4]2[C:10]([NH:11][C:18](=[O:19])[C@@H:17]([OH:16])[CH3:21])=[CH:9][NH:8][C:5]2=[N:6][CH:7]=1. The yield is 0.0900. (2) The product is [Cl:1][C:2]1[CH:3]=[C:4]([N:9]2[CH2:14][CH2:13][N:12]([CH2:26][CH2:27][CH:28]=[C:29]3[C:35]4[CH:36]=[CH:37][CH:38]=[N:39][C:34]=4[CH2:33][O:32][C:31]4[CH:40]=[CH:41][C:42]([C:44]([OH:47])([CH3:46])[CH3:45])=[CH:43][C:30]3=4)[CH2:11][CH2:10]2)[CH:5]=[CH:6][C:7]=1[Cl:8]. The catalyst is C(O)(C)C. The yield is 0.690. The reactants are [Cl:1][C:2]1[CH:3]=[C:4]([N:9]2[CH2:14][CH2:13][NH:12][CH2:11][CH2:10]2)[CH:5]=[CH:6][C:7]=1[Cl:8].N1C(C)=CC=CC=1C.[I-].[K+].Br[CH2:26][CH2:27][CH:28]=[C:29]1[C:35]2[CH:36]=[CH:37][CH:38]=[N:39][C:34]=2[CH2:33][O:32][C:31]2[CH:40]=[CH:41][C:42]([C:44]([OH:47])([CH3:46])[CH3:45])=[CH:43][C:30]1=2.